This data is from Full USPTO retrosynthesis dataset with 1.9M reactions from patents (1976-2016). The task is: Predict the reactants needed to synthesize the given product. Given the product [Cl:1][C:2]1[CH:20]=[C:19]([CH:18]=[CH:17][C:3]=1[O:4][C:5]1[CH:10]=[CH:9][CH:8]=[C:7]([N:11]2[CH:15]=[CH:14][N:13]=[C:12]2[CH3:16])[CH:6]=1)[NH2:21], predict the reactants needed to synthesize it. The reactants are: [Cl:1][C:2]1[CH:20]=[C:19]([N+:21]([O-])=O)[CH:18]=[CH:17][C:3]=1[O:4][C:5]1[CH:6]=[C:7]([N:11]2[CH:15]=[CH:14][N:13]=[C:12]2[CH3:16])[CH:8]=[CH:9][CH:10]=1.CO.